Dataset: TCR-epitope binding with 47,182 pairs between 192 epitopes and 23,139 TCRs. Task: Binary Classification. Given a T-cell receptor sequence (or CDR3 region) and an epitope sequence, predict whether binding occurs between them. (1) The epitope is SLYNTVATL. The TCR CDR3 sequence is CASSLGSRGDGYTF. Result: 0 (the TCR does not bind to the epitope). (2) The epitope is GTSGSPIINR. The TCR CDR3 sequence is CATSDDGASDGNEQFF. Result: 0 (the TCR does not bind to the epitope). (3) The epitope is LSDDAVVCFNSTY. The TCR CDR3 sequence is CASSRLGGNTQYF. Result: 0 (the TCR does not bind to the epitope). (4) The epitope is GLNKIVRMY. The TCR CDR3 sequence is CASSEAGGTEAFF. Result: 1 (the TCR binds to the epitope). (5) The epitope is FIAGLIAIV. The TCR CDR3 sequence is CASSPGTGNYEAFF. Result: 0 (the TCR does not bind to the epitope).